Dataset: Forward reaction prediction with 1.9M reactions from USPTO patents (1976-2016). Task: Predict the product of the given reaction. (1) The product is: [OH:1][C:2]1[C:11]([N+:12]([O-:14])=[O:13])=[CH:10][CH:9]=[CH:8][C:3]=1[C:4]([O:6][CH3:7])=[O:5]. Given the reactants [OH:1][C:2]1[CH:11]=[CH:10][CH:9]=[CH:8][C:3]=1[C:4]([O:6][CH3:7])=[O:5].[N+:12]([O-])([OH:14])=[O:13], predict the reaction product. (2) Given the reactants [Br:1]N1C(=O)CCC1=O.[C:9]1([C:26]2[CH:31]=[CH:30][CH:29]=[CH:28][CH:27]=2)[CH:14]=[CH:13][CH:12]=[CH:11][C:10]=1[C:15]1[N:19]([C:20]2[CH:25]=[CH:24][CH:23]=[CH:22][CH:21]=2)[CH:18]=[N:17][N:16]=1, predict the reaction product. The product is: [C:9]1([C:26]2[CH:27]=[CH:28][CH:29]=[CH:30][CH:31]=2)[CH:14]=[CH:13][CH:12]=[CH:11][C:10]=1[C:15]1[N:19]([C:20]2[CH:25]=[CH:24][CH:23]=[CH:22][CH:21]=2)[C:18]([Br:1])=[N:17][N:16]=1. (3) Given the reactants [NH2:1][CH2:2][CH2:3][N:4]1[C:12]2[CH2:11][CH2:10][CH2:9][CH2:8][C:7]=2[CH:6]=[C:5]1[C:13]([O:15]CC)=O.[C:18]([O:21][CH2:22][C:23]1[C:28]([Br:29])=[CH:27][CH:26]=[CH:25][C:24]=1Br)(=[O:20])[CH3:19].C([O-])([O-])=O.[Cs+].[Cs+], predict the reaction product. The product is: [Br:29][C:28]1[CH:27]=[CH:26][CH:25]=[C:24]([N:1]2[CH2:2][CH2:3][N:4]3[C:12]4[CH2:11][CH2:10][CH2:9][CH2:8][C:7]=4[CH:6]=[C:5]3[C:13]2=[O:15])[C:23]=1[CH2:22][O:21][C:18](=[O:20])[CH3:19]. (4) Given the reactants [H-].[H-].[H-].[H-].[Li+].[Al+3].C([O:9][C:10]([CH:12]1[CH2:17][CH2:16][N:15]([C:18]2[CH:19]=[N:20][C:21]([O:24][CH3:25])=[CH:22][CH:23]=2)[CH2:14][CH2:13]1)=O)C.O, predict the reaction product. The product is: [CH3:25][O:24][C:21]1[N:20]=[CH:19][C:18]([N:15]2[CH2:16][CH2:17][CH:12]([CH2:10][OH:9])[CH2:13][CH2:14]2)=[CH:23][CH:22]=1. (5) Given the reactants [CH3:1][C:2]1[CH:7]=[CH:6][C:5]([N+:8]([O-])=O)=[CH:4][C:3]=1[NH:11][C:12](=[O:36])[C:13]1[CH:18]=[CH:17][C:16]([NH:19][C:20]2[N:29]=[C:28]([C:30]3[CH:35]=[CH:34][CH:33]=[CH:32][CH:31]=3)[C:27]3[C:22](=[CH:23][CH:24]=[CH:25][CH:26]=3)[N:21]=2)=[CH:15][CH:14]=1.C(O)=O.C([O-])=O.[K+], predict the reaction product. The product is: [NH2:8][C:5]1[CH:6]=[CH:7][C:2]([CH3:1])=[C:3]([NH:11][C:12](=[O:36])[C:13]2[CH:18]=[CH:17][C:16]([NH:19][C:20]3[N:29]=[C:28]([C:30]4[CH:31]=[CH:32][CH:33]=[CH:34][CH:35]=4)[C:27]4[C:22](=[CH:23][CH:24]=[CH:25][CH:26]=4)[N:21]=3)=[CH:15][CH:14]=2)[CH:4]=1. (6) Given the reactants [CH:1]1([C:7]2[C:8]3[CH:9]=[CH:10][C:11]([C:32]([O:34][CH3:35])=[O:33])=[CH:12][C:13]=3[N:14]3[C:21]=2[C:20]2[CH:22]=[CH:23][CH:24]=[CH:25][C:19]=2[O:18][CH2:17][CH:16]([NH:26][CH2:27][CH2:28][N:29]([CH3:31])[CH3:30])[CH2:15]3)[CH2:6][CH2:5][CH2:4][CH2:3][CH2:2]1.C=O.[C:38](O)(=O)C.C([BH3-])#N.[Na+].[OH-].[Na+], predict the reaction product. The product is: [CH:1]1([C:7]2[C:8]3[CH:9]=[CH:10][C:11]([C:32]([O:34][CH3:35])=[O:33])=[CH:12][C:13]=3[N:14]3[C:21]=2[C:20]2[CH:22]=[CH:23][CH:24]=[CH:25][C:19]=2[O:18][CH2:17][CH:16]([N:26]([CH2:27][CH2:28][N:29]([CH3:31])[CH3:30])[CH3:38])[CH2:15]3)[CH2:2][CH2:3][CH2:4][CH2:5][CH2:6]1. (7) Given the reactants Br[C:2]1[CH:7]=[C:6]([F:8])[C:5]([N+:9]([O-:11])=[O:10])=[CH:4][C:3]=1[F:12].[C:13]([Cu])#[N:14].[O-]S([O-])(=O)=O.[Na+].[Na+].CC(OC)(C)C, predict the reaction product. The product is: [F:12][C:3]1[CH:4]=[C:5]([N+:9]([O-:11])=[O:10])[C:6]([F:8])=[CH:7][C:2]=1[C:13]#[N:14].